Dataset: Forward reaction prediction with 1.9M reactions from USPTO patents (1976-2016). Task: Predict the product of the given reaction. The product is: [CH3:6][N:7]1[C:12](=[O:13])[CH:11]=[C:10]([CH:14]2[CH2:15][CH2:16][N:17]([S:2]([CH3:1])(=[O:4])=[O:3])[CH2:18][CH2:19]2)[C:9]([C:20]2[CH:25]=[CH:24][CH:23]=[CH:22][C:21]=2[O:26][C:27]2[CH:32]=[CH:31][CH:30]=[CH:29][CH:28]=2)=[N:8]1. Given the reactants [CH3:1][S:2](Cl)(=[O:4])=[O:3].[CH3:6][N:7]1[C:12](=[O:13])[CH:11]=[C:10]([CH:14]2[CH2:19][CH2:18][NH:17][CH2:16][CH2:15]2)[C:9]([C:20]2[CH:25]=[CH:24][CH:23]=[CH:22][C:21]=2[O:26][C:27]2[CH:32]=[CH:31][CH:30]=[CH:29][CH:28]=2)=[N:8]1.C(N(CC)CC)C, predict the reaction product.